From a dataset of Full USPTO retrosynthesis dataset with 1.9M reactions from patents (1976-2016). Predict the reactants needed to synthesize the given product. (1) Given the product [NH2:39][C:37]1[N:36]=[CH:35][N:34]=[C:33]2[N:32]([CH2:12][C:6]3[N:5]([CH2:14][C:15]4[CH:20]=[CH:19][CH:18]=[CH:17][C:16]=4[Cl:21])[C:4](=[O:22])[C:3]4[C:8](=[CH:9][CH:10]=[CH:11][C:2]=4[Br:1])[N:7]=3)[N:31]=[C:30]([C:3]3[CH:2]=[CH:11][CH:10]=[C:23]([OH:26])[CH:4]=3)[C:38]=12, predict the reactants needed to synthesize it. The reactants are: [Br:1][C:2]1[CH:11]=[CH:10][CH:9]=[C:8]2[C:3]=1[C:4](=[O:22])[N:5]([CH2:14][C:15]1[CH:20]=[CH:19][CH:18]=[CH:17][C:16]=1[Cl:21])[C:6]([CH2:12]Cl)=[N:7]2.[C:23](=[O:26])([O-])[O-].[K+].[K+].I[C:30]1[C:38]2[C:33](=[N:34][CH:35]=[N:36][C:37]=2[NH2:39])[NH:32][N:31]=1. (2) Given the product [N:23]1([CH2:28][C:29]2[CH:30]=[C:31]([C:32](=[O:33])[CH2:13][C:12]([C:8]3[N:7]([CH2:6][O:5][CH2:4][CH2:3][Si:2]([CH3:15])([CH3:1])[CH3:16])[CH:11]=[CH:10][N:9]=3)=[O:14])[CH:35]=[C:36]([CH2:38][N:39]3[CH:43]=[CH:42][CH:41]=[N:40]3)[CH:37]=2)[CH:27]=[CH:26][CH:25]=[N:24]1, predict the reactants needed to synthesize it. The reactants are: [CH3:1][Si:2]([CH3:16])([CH3:15])[CH2:3][CH2:4][O:5][CH2:6][N:7]1[CH:11]=[CH:10][N:9]=[C:8]1[C:12](=[O:14])[CH3:13].CC(C)([O-])C.[K+].[N:23]1([CH2:28][C:29]2[CH:30]=[C:31]([CH:35]=[C:36]([CH2:38][N:39]3[CH:43]=[CH:42][CH:41]=[N:40]3)[CH:37]=2)[C:32](Cl)=[O:33])[CH:27]=[CH:26][CH:25]=[N:24]1. (3) Given the product [Cl:7][C:17]1[CH:18]=[C:27]([CH:20]=[C:21]([O:4][CH3:1])[CH:16]=1)[O:28][CH2:9][C:10]1[N:11]([CH2:15][C:16]2[CH:21]=[C:20]([Cl:22])[CH:19]=[C:18]([Cl:23])[CH:17]=2)[CH:12]=[CH:13][N:14]=1, predict the reactants needed to synthesize it. The reactants are: [C:1]([O-:4])([O-])=O.[K+].[K+].[ClH:7].Cl[CH2:9][C:10]1[N:11]([CH2:15][C:16]2[CH:21]=[C:20]([Cl:22])[CH:19]=[C:18]([Cl:23])[CH:17]=2)[CH:12]=[CH:13][N:14]=1.CN([CH:27]=[O:28])C. (4) Given the product [NH2:1][C:2]1[S:3][C:4]([C:12]2[CH:17]=[CH:16][NH:15][C:14](=[O:19])[CH:13]=2)=[C:5]([C:7]2[O:8][CH:9]=[CH:10][CH:11]=2)[N:6]=1, predict the reactants needed to synthesize it. The reactants are: [NH2:1][C:2]1[S:3][C:4]([C:12]2[CH:17]=[CH:16][N:15]=[C:14](F)[CH:13]=2)=[C:5]([C:7]2[O:8][CH:9]=[CH:10][CH:11]=2)[N:6]=1.[OH-:19].[Na+]. (5) The reactants are: Br[C:2]1[CH:7]=[CH:6][CH:5]=[C:4]([Br:8])[CH:3]=1.[C:9]([C:11]([OH:18])([CH2:15][CH2:16][CH3:17])[CH2:12][CH2:13][CH3:14])#[CH:10]. Given the product [Br:8][C:4]1[CH:3]=[C:2]([C:10]#[C:9][C:11]([OH:18])([CH2:15][CH2:16][CH3:17])[CH2:12][CH2:13][CH3:14])[CH:7]=[CH:6][CH:5]=1, predict the reactants needed to synthesize it. (6) Given the product [Br:14][C:15]1[CH:16]=[C:17]([N+:22]([O-:24])=[O:23])[C:18]([CH:4]([C:5]([O:7][CH2:8][CH3:9])=[O:6])[C:3]([O:11][CH2:12][CH3:13])=[O:10])=[N:19][CH:20]=1, predict the reactants needed to synthesize it. The reactants are: [H-].[Na+].[C:3]([O:11][CH2:12][CH3:13])(=[O:10])[CH2:4][C:5]([O:7][CH2:8][CH3:9])=[O:6].[Br:14][C:15]1[CH:16]=[C:17]([N+:22]([O-:24])=[O:23])[C:18](Cl)=[N:19][CH:20]=1. (7) Given the product [CH3:23][CH:24]([CH3:40])[C:25]([NH:27][C:28]1[CH:33]=[CH:32][CH:31]=[C:30]([CH:34]2[CH2:39][CH2:38][N:37]([CH2:8][CH2:9][CH2:10][CH2:11][C:12]([C:14]3[CH:19]=[CH:18][CH:17]=[C:16]([N+:20]([O-:22])=[O:21])[CH:15]=3)=[O:13])[CH2:36][CH2:35]2)[CH:29]=1)=[O:26], predict the reactants needed to synthesize it. The reactants are: C([O-])([O-])=O.[K+].[K+].Cl[CH2:8][CH2:9][CH2:10][CH2:11][C:12]([C:14]1[CH:19]=[CH:18][CH:17]=[C:16]([N+:20]([O-:22])=[O:21])[CH:15]=1)=[O:13].[CH3:23][CH:24]([CH3:40])[C:25]([NH:27][C:28]1[CH:33]=[CH:32][CH:31]=[C:30]([CH:34]2[CH2:39][CH2:38][NH:37][CH2:36][CH2:35]2)[CH:29]=1)=[O:26]. (8) Given the product [NH2:12][C:8]([C:5]1[CH:6]=[CH:7][C:2]([Cl:1])=[CH:3][CH:4]=1)([CH2:9][CH3:10])[C:17]#[N:18], predict the reactants needed to synthesize it. The reactants are: [Cl:1][C:2]1[CH:7]=[CH:6][C:5]([C:8](=O)[CH2:9][CH3:10])=[CH:4][CH:3]=1.[NH3:12].C[Si]([C:17]#[N:18])(C)C.